Dataset: Retrosynthesis with 50K atom-mapped reactions and 10 reaction types from USPTO. Task: Predict the reactants needed to synthesize the given product. (1) Given the product CCCS(=O)(=O)Nc1c(C)cc(OC(=O)NC)cc1C, predict the reactants needed to synthesize it. The reactants are: CCCS(=O)(=O)Cl.CNC(=O)Oc1cc(C)c(N)c(C)c1. (2) Given the product COC(=O)c1ccc(-c2ccccc2Cl)nc1, predict the reactants needed to synthesize it. The reactants are: COC(=O)c1ccc(Cl)nc1.OB(O)c1ccccc1Cl. (3) Given the product CN1C(=O)NC(=O)C1=Cc1cnn2ccc(Nc3cccc(Cl)c3)nc12, predict the reactants needed to synthesize it. The reactants are: CN1CC(=O)NC1=O.O=Cc1cnn2ccc(Nc3cccc(Cl)c3)nc12. (4) Given the product CCS(=O)c1ncc2cc(-c3ccccc3)c(-c3ccc(C=O)cc3)nc2n1, predict the reactants needed to synthesize it. The reactants are: CCSc1ncc2cc(-c3ccccc3)c(-c3ccc(C=O)cc3)nc2n1.O=C(OO)c1cccc(Cl)c1. (5) The reactants are: Cn1cc(Nc2cc(F)ccc2[N+](=O)[O-])cn1. Given the product Cn1cc(Nc2cc(F)ccc2N)cn1, predict the reactants needed to synthesize it. (6) Given the product C[C@H](Oc1cc(-n2cnc3cnc(CO[Si](C)(C)C(C)(C)C)cc32)sc1C(N)=O)c1ccccc1C(F)(F)F, predict the reactants needed to synthesize it. The reactants are: COC(=O)c1sc(-n2cnc3cnc(CO[Si](C)(C)C(C)(C)C)cc32)cc1O[C@@H](C)c1ccccc1C(F)(F)F.N. (7) Given the product CS(=O)c1cccc2c1c(-c1ccc(Cl)cc1)c1n2CCCC1CC(=O)O, predict the reactants needed to synthesize it. The reactants are: CCOC(=O)CC1CCCn2c1c(-c1ccc(Cl)cc1)c1c(S(C)=O)cccc12. (8) Given the product COc1ccc(CNC(=O)c2cc(OCc3ccccc3)ccc2NC2CCSCC2)cc1OC, predict the reactants needed to synthesize it. The reactants are: COc1ccc(CNC(=O)c2cc(OCc3ccccc3)ccc2N)cc1OC.O=C1CCSCC1. (9) Given the product CCOC(=O)N1CCC(Nc2ncccn2)CC1, predict the reactants needed to synthesize it. The reactants are: CCOC(=O)N1CCC(N)CC1.Clc1ncccn1.